From a dataset of Reaction yield outcomes from USPTO patents with 853,638 reactions. Predict the reaction yield, written as a fraction of the theoretical maximum amount of product (1.0 means a 100% yield; for example, 0.34 means a 34% yield). (1) The reactants are [N:1]1([C:6]2[CH:13]=[CH:12][CH:11]=[CH:10][C:7]=2[CH:8]=[O:9])[CH:5]=[CH:4][CH:3]=[N:2]1.[F:14][C:15]([Si](C)(C)C)([F:17])[F:16]. The catalyst is C1COCC1.[F-].C([N+](CCCC)(CCCC)CCCC)CCC. The product is [F:14][C:15]([F:17])([F:16])[CH:8]([C:7]1[CH:10]=[CH:11][CH:12]=[CH:13][C:6]=1[N:1]1[CH:5]=[CH:4][CH:3]=[N:2]1)[OH:9]. The yield is 0.930. (2) The reactants are [NH2:1][C:2]1[O:6][N:5]=[C:4]([CH3:7])[C:3]=1[Cl:8].[C:9]1([C:19]2[CH:24]=[CH:23][CH:22]=[CH:21][CH:20]=2)[CH:14]=[CH:13][CH:12]=[C:11]([S:15](Cl)(=[O:17])=[O:16])[CH:10]=1. No catalyst specified. The product is [Cl:8][C:3]1[C:4]([CH3:7])=[N:5][O:6][C:2]=1[NH:1][S:15]([C:11]1[CH:10]=[C:9]([C:19]2[CH:20]=[CH:21][CH:22]=[CH:23][CH:24]=2)[CH:14]=[CH:13][CH:12]=1)(=[O:17])=[O:16]. The yield is 0.630. (3) The reactants are [Cl:1][C:2]1[N:7]=[C:6](Cl)[CH:5]=[C:4]([CH3:9])[N:3]=1.[NH2:10][C@@H:11]1[C:19]2[C:14](=[CH:15][CH:16]=[CH:17][CH:18]=2)[CH2:13][CH2:12]1. The catalyst is C(O)C. The product is [Cl:1][C:2]1[N:7]=[C:6]([NH:10][C@@H:11]2[C:19]3[C:14](=[CH:15][CH:16]=[CH:17][CH:18]=3)[CH2:13][CH2:12]2)[CH:5]=[C:4]([CH3:9])[N:3]=1. The yield is 0.460.